This data is from Reaction yield outcomes from USPTO patents with 853,638 reactions. The task is: Predict the reaction yield, written as a fraction of the theoretical maximum amount of product (1.0 means a 100% yield; for example, 0.34 means a 34% yield). (1) The reactants are [NH2:1][C:2]1[S:3][CH:4]=[CH:5][N:6]=1.[Br:7][CH2:8][CH2:9][CH2:10][O:11][CH3:12]. No catalyst specified. The product is [BrH:7].[CH3:12][O:11][CH2:10][CH2:9][CH2:8][N:6]1[CH:5]=[CH:4][S:3][C:2]1=[NH:1]. The yield is 0.480. (2) The reactants are FC(F)(F)S(O[C:7]1[CH:12]=[CH:11][CH:10]=[C:9]([C:13]2[CH:30]=[CH:29][C:28]3[C:27]4[C:22](=[CH:23][CH:24]=[CH:25][CH:26]=4)[C:21]4[C:16](=[CH:17][CH:18]=[CH:19][CH:20]=4)[C:15]=3[CH:14]=2)[CH:8]=1)(=O)=O.[CH:33]1[C:41]2[C:40]3[CH:42]=[CH:43][CH:44]=[CH:45][C:39]=3[S:38][C:37]=2[C:36](B(O)O)=[CH:35][CH:34]=1.C1(P(C2CCCCC2)C2C=CC=CC=2C2C(OC)=CC=CC=2OC)CCCCC1.[O-]P([O-])([O-])=O.[K+].[K+].[K+]. The catalyst is C1C=CC(/C=C/C(/C=C/C2C=CC=CC=2)=O)=CC=1.C1C=CC(/C=C/C(/C=C/C2C=CC=CC=2)=O)=CC=1.C1C=CC(/C=C/C(/C=C/C2C=CC=CC=2)=O)=CC=1.[Pd].[Pd].O.C1(C)C=CC=CC=1. The product is [CH:14]1[C:15]2[C:16]3[C:21](=[CH:20][CH:19]=[CH:18][CH:17]=3)[C:22]3[C:27](=[CH:26][CH:25]=[CH:24][CH:23]=3)[C:28]=2[CH:29]=[CH:30][C:13]=1[C:9]1[CH:8]=[C:7]([C:36]2[C:37]3[S:38][C:39]4[CH:45]=[CH:44][CH:43]=[CH:42][C:40]=4[C:41]=3[CH:33]=[CH:34][CH:35]=2)[CH:12]=[CH:11][CH:10]=1. The yield is 0.880. (3) The reactants are [NH2:1][C:2]1[N:7]=[CH:6][N:5]=[C:4]2[N:8]([CH:21]([C:23]3[O:24][C:25]4[C:30]([C:31](=[O:40])[C:32]=3[C:33]3[CH:38]=[CH:37][CH:36]=[C:35]([F:39])[CH:34]=3)=[CH:29][CH:28]=[CH:27][CH:26]=4)[CH3:22])[N:9]=[C:10]([C:11]3[CH:16]=[CH:15][C:14]([NH:17]C(=O)C)=[CH:13][CH:12]=3)[C:3]=12.Cl.C(=O)([O-])[O-].[Na+].[Na+].ClCCl. The catalyst is C(O)C. The product is [NH2:1][C:2]1[N:7]=[CH:6][N:5]=[C:4]2[N:8]([CH:21]([C:23]3[O:24][C:25]4[C:30]([C:31](=[O:40])[C:32]=3[C:33]3[CH:38]=[CH:37][CH:36]=[C:35]([F:39])[CH:34]=3)=[CH:29][CH:28]=[CH:27][CH:26]=4)[CH3:22])[N:9]=[C:10]([C:11]3[CH:12]=[CH:13][C:14]([NH2:17])=[CH:15][CH:16]=3)[C:3]=12. The yield is 0.270. (4) The catalyst is N1C=CC=CC=1. The reactants are [C:1]([O:5][C:6]([NH:8][C@H:9]([C:25]([NH:27][C:28]1[CH:29]=[N:30][CH:31]=[C:32]([F:51])[C:33]=1[CH2:34][CH2:35][C@H:36]1[O:41][CH2:40][C@@H:39]([CH2:42][OH:43])[N:38]([C:44]([O:46][C:47]([CH3:50])([CH3:49])[CH3:48])=[O:45])[CH2:37]1)=[O:26])[CH:10]([C:18]1[CH:23]=[CH:22][C:21]([F:24])=[CH:20][CH:19]=1)[C:11]1[CH:16]=[CH:15][C:14]([F:17])=[CH:13][CH:12]=1)=[O:7])([CH3:4])([CH3:3])[CH3:2].C1N=CN([C:57](N2C=NC=C2)=[O:58])C=1.[F:64][C:65]([F:69])([F:68])[CH2:66][NH2:67]. The yield is 0.730. The product is [C:1]([O:5][C:6]([NH:8][C@H:9]([C:25]([NH:27][C:28]1[CH:29]=[N:30][CH:31]=[C:32]([F:51])[C:33]=1[CH2:34][CH2:35][C@H:36]1[O:41][CH2:40][C@@H:39]([CH2:42][O:43][C:57](=[O:58])[NH:67][CH2:66][C:65]([F:69])([F:68])[F:64])[N:38]([C:44]([O:46][C:47]([CH3:50])([CH3:49])[CH3:48])=[O:45])[CH2:37]1)=[O:26])[CH:10]([C:11]1[CH:16]=[CH:15][C:14]([F:17])=[CH:13][CH:12]=1)[C:18]1[CH:23]=[CH:22][C:21]([F:24])=[CH:20][CH:19]=1)=[O:7])([CH3:3])([CH3:4])[CH3:2]. (5) The reactants are [N+:1]([C:4]1[CH:5]=[C:6]2[C:10](=[CH:11][CH:12]=1)[NH:9][CH:8]=[CH:7]2)([O-:3])=[O:2].Cl.Cl[C:15]1[CH:20]=[CH:19][N:18]=[CH:17][CH:16]=1.CC(C)([O-])C.[K+].O. The catalyst is CN(C=O)C. The product is [N+:1]([C:4]1[CH:5]=[C:6]2[C:10](=[CH:11][CH:12]=1)[N:9]([C:15]1[CH:20]=[CH:19][N:18]=[CH:17][CH:16]=1)[CH:8]=[CH:7]2)([O-:3])=[O:2]. The yield is 0.580. (6) The reactants are C(OC([N:8]1[CH2:13][CH:12]=[C:11]([C:14]2[CH:19]=[C:18]([C:20]3[CH:25]=[CH:24][C:23]([F:26])=[CH:22][C:21]=3[CH3:27])[C:17]([N:28]([C:30](=[O:48])[C:31]([C:34]3[CH:39]=[C:38]([C:40]([F:43])([F:42])[F:41])[CH:37]=[C:36]([C:44]([F:47])([F:46])[F:45])[CH:35]=3)([CH3:33])[CH3:32])[CH3:29])=[CH:16][N:15]=2)[CH2:10][CH2:9]1)=O)(C)(C)C.FC(F)(F)C(O)=O.[OH-].[Na+]. The catalyst is ClCCl. The product is [F:47][C:44]([F:45])([F:46])[C:36]1[CH:35]=[C:34]([C:31]([CH3:32])([CH3:33])[C:30]([N:28]([C:17]2[C:18]([C:20]3[CH:25]=[CH:24][C:23]([F:26])=[CH:22][C:21]=3[CH3:27])=[CH:19][C:14]([C:11]3[CH2:12][CH2:13][NH:8][CH2:9][CH:10]=3)=[N:15][CH:16]=2)[CH3:29])=[O:48])[CH:39]=[C:38]([C:40]([F:43])([F:41])[F:42])[CH:37]=1. The yield is 0.990.